From a dataset of Full USPTO retrosynthesis dataset with 1.9M reactions from patents (1976-2016). Predict the reactants needed to synthesize the given product. Given the product [Cl:8][C:6]1[N:5]=[C:4]([S:9][CH3:10])[N:3]=[C:2]([N:20]2[CH2:25][CH2:24][O:23][CH2:22][CH2:21]2)[CH:7]=1, predict the reactants needed to synthesize it. The reactants are: Cl[C:2]1[CH:7]=[C:6]([Cl:8])[N:5]=[C:4]([S:9][CH3:10])[N:3]=1.CCN(C(C)C)C(C)C.[NH:20]1[CH2:25][CH2:24][O:23][CH2:22][CH2:21]1.O.